Dataset: Reaction yield outcomes from USPTO patents with 853,638 reactions. Task: Predict the reaction yield, written as a fraction of the theoretical maximum amount of product (1.0 means a 100% yield; for example, 0.34 means a 34% yield). (1) The reactants are [CH:1]([O:4][C:5](=[O:43])[C@H:6]([CH2:18][C:19]1[CH:24]=[CH:23][C:22]([N:25]2[C:34](=[O:35])[C:33]3[C:28](=[CH:29][CH:30]=[C:31]([CH2:36][N:37](C=O)[CH3:38])[CH:32]=3)[N:27]([CH3:41])[C:26]2=[O:42])=[CH:21][CH:20]=1)[NH:7][C:8](=[O:17])[C:9]1[C:14]([Cl:15])=[CH:13][CH:12]=[CH:11][C:10]=1[Cl:16])([CH3:3])[CH3:2].C(Cl)(=O)C.C(OC(C)C)(=O)C. The catalyst is CC(O)C. The product is [ClH:15].[CH:1]([O:4][C:5](=[O:43])[C@H:6]([CH2:18][C:19]1[CH:20]=[CH:21][C:22]([N:25]2[C:34](=[O:35])[C:33]3[C:28](=[CH:29][CH:30]=[C:31]([CH2:36][NH:37][CH3:38])[CH:32]=3)[N:27]([CH3:41])[C:26]2=[O:42])=[CH:23][CH:24]=1)[NH:7][C:8](=[O:17])[C:9]1[C:14]([Cl:15])=[CH:13][CH:12]=[CH:11][C:10]=1[Cl:16])([CH3:3])[CH3:2]. The yield is 0.950. (2) The reactants are [CH3:1][C:2]1[CH:11]=[C:10]2[C:5]([C:6]([N:19]3[CH2:24][CH2:23][NH:22][CH2:21][CH2:20]3)=[N:7][C:8]([C:12]3[CH:17]=[CH:16][CH:15]=[CH:14][C:13]=3[OH:18])=[N:9]2)=[CH:4][CH:3]=1.[OH:25][C@H:26]([CH2:30][C:31]([CH3:34])([CH3:33])[CH3:32])[C:27](O)=[O:28].C(N(CC)CC)C.CN(C(ON1N=NC2C=CC=NC1=2)=[N+](C)C)C.F[P-](F)(F)(F)(F)F. The catalyst is CN(C=O)C. The product is [OH:25][C@H:26]([CH2:30][C:31]([CH3:34])([CH3:33])[CH3:32])[C:27]([N:22]1[CH2:23][CH2:24][N:19]([C:6]2[C:5]3[C:10](=[CH:11][C:2]([CH3:1])=[CH:3][CH:4]=3)[N:9]=[C:8]([C:12]3[CH:17]=[CH:16][CH:15]=[CH:14][C:13]=3[OH:18])[N:7]=2)[CH2:20][CH2:21]1)=[O:28]. The yield is 0.760. (3) The reactants are C(OC([N:8]1[CH2:13][CH2:12][N:11]([C:14]2[CH:15]=[N:16][C:17]([NH:20][C:21]3[N:22]=[CH:23][C:24]4[CH:30]=[C:29]([CH2:31][O:32][CH2:33][CH2:34][O:35][CH3:36])[C:28](=[O:37])[N:27]([CH:38]5[CH2:42][CH2:41][CH2:40][CH2:39]5)[C:25]=4[N:26]=3)=[CH:18][CH:19]=2)[CH2:10][CH2:9]1)=O)(C)(C)C.[ClH:43]. The catalyst is ClCCl.C(OCC)C. The product is [ClH:43].[CH:38]1([N:27]2[C:25]3[N:26]=[C:21]([NH:20][C:17]4[CH:18]=[CH:19][C:14]([N:11]5[CH2:10][CH2:9][NH:8][CH2:13][CH2:12]5)=[CH:15][N:16]=4)[N:22]=[CH:23][C:24]=3[CH:30]=[C:29]([CH2:31][O:32][CH2:33][CH2:34][O:35][CH3:36])[C:28]2=[O:37])[CH2:39][CH2:40][CH2:41][CH2:42]1. The yield is 0.921. (4) The reactants are O[C@@H:2]1[CH2:21][N:5]2[C:6](=[O:20])[N:7]([C:9]3[CH:14]=[CH:13][C:12]([O:15][C:16]([F:19])([F:18])[F:17])=[CH:11][CH:10]=3)[CH2:8][C@@H:4]2[CH2:3]1.C(Br)(Br)(Br)[Br:23].C1C=CC(P(C2C=CC=CC=2)C2C=CC=CC=2)=CC=1. The catalyst is C1COCC1. The product is [Br:23][C@H:2]1[CH2:21][N:5]2[C:6](=[O:20])[N:7]([C:9]3[CH:14]=[CH:13][C:12]([O:15][C:16]([F:19])([F:18])[F:17])=[CH:11][CH:10]=3)[CH2:8][C@@H:4]2[CH2:3]1. The yield is 0.840. (5) The reactants are Br[C:2]1[CH:3]=[C:4]([O:9][CH2:10][C:11]2[CH:16]=[CH:15][C:14]([O:17][CH3:18])=[CH:13][CH:12]=2)[CH:5]=[C:6]([Br:8])[CH:7]=1.[OH:19][C:20]1[CH:21]=[N:22][CH:23]=[CH:24][CH:25]=1.[H-].[Na+].[OH-].[NH4+]. The catalyst is N1C(C)=CC(C)=CC=1C.[Cu]=O.C(OCC)(=O)C. The product is [Br:8][C:6]1[CH:7]=[C:2]([CH:3]=[C:4]([O:9][CH2:10][C:11]2[CH:16]=[CH:15][C:14]([O:17][CH3:18])=[CH:13][CH:12]=2)[CH:5]=1)[O:19][C:20]1[CH:21]=[N:22][CH:23]=[CH:24][CH:25]=1. The yield is 0.250. (6) The reactants are [CH2:1]([S:3]([N:6]1[CH2:9][C:8]([CH2:32][C:33]#[N:34])([N:10]2[CH:14]=[C:13]([C:15]3[C:16]4[CH:23]=[CH:22][N:21](COCC[Si](C)(C)C)[C:17]=4[N:18]=[CH:19][N:20]=3)[CH:12]=[N:11]2)[CH2:7]1)(=[O:5])=[O:4])[CH3:2].[OH-].[NH4+]. The catalyst is C(#N)C.O. The product is [N:18]1[C:17]2[NH:21][CH:22]=[CH:23][C:16]=2[C:15]([C:13]2[CH:12]=[N:11][N:10]([C:8]3([CH2:32][C:33]#[N:34])[CH2:7][N:6]([S:3]([CH2:1][CH3:2])(=[O:4])=[O:5])[CH2:9]3)[CH:14]=2)=[N:20][CH:19]=1. The yield is 0.838.